This data is from Peptide-MHC class I binding affinity with 185,985 pairs from IEDB/IMGT. The task is: Regression. Given a peptide amino acid sequence and an MHC pseudo amino acid sequence, predict their binding affinity value. This is MHC class I binding data. (1) The peptide sequence is VVLQQHSIA. The MHC is HLA-A26:01 with pseudo-sequence HLA-A26:01. The binding affinity (normalized) is 0. (2) The peptide sequence is DTPLIPLTIF. The MHC is HLA-B08:01 with pseudo-sequence HLA-B08:01. The binding affinity (normalized) is 0.0537. (3) The peptide sequence is SIYAGNTPK. The MHC is HLA-A03:01 with pseudo-sequence HLA-A03:01. The binding affinity (normalized) is 0.661. (4) The peptide sequence is IPQCRLTPL. The MHC is HLA-B44:03 with pseudo-sequence HLA-B44:03. The binding affinity (normalized) is 0. (5) The peptide sequence is VVLQQHSIA. The MHC is HLA-A01:01 with pseudo-sequence HLA-A01:01. The binding affinity (normalized) is 0. (6) The peptide sequence is MEFEPFQSL. The MHC is HLA-B27:05 with pseudo-sequence HLA-B27:05. The binding affinity (normalized) is 0.0847. (7) The peptide sequence is KLVDFRELNK. The MHC is HLA-A03:01 with pseudo-sequence HLA-A03:01. The binding affinity (normalized) is 0.966. (8) The peptide sequence is HTQGYFPDW. The MHC is HLA-A30:01 with pseudo-sequence HLA-A30:01. The binding affinity (normalized) is 0.230. (9) The peptide sequence is FLPSDYFPSV. The MHC is HLA-B58:01 with pseudo-sequence HLA-B58:01. The binding affinity (normalized) is 0. (10) The peptide sequence is FLILPQAKK. The MHC is HLA-A02:11 with pseudo-sequence HLA-A02:11. The binding affinity (normalized) is 0.0847.